From a dataset of Forward reaction prediction with 1.9M reactions from USPTO patents (1976-2016). Predict the product of the given reaction. Given the reactants C(OC([N:8]([C:13]1[CH:14]=[C:15]([C:21]2[CH:22]=[C:23]3[C:32]([C:33]4[C:34]([CH3:47])=[N:35][N:36]([CH2:39][C:40]5[CH:45]=[CH:44][CH:43]=[C:42]([F:46])[CH:41]=5)[C:37]=4[CH3:38])=[CH:31][N:30](C(OC(C)(C)C)=O)[C:24]3=[N:25][C:26]=2[CH:27]2[CH2:29][CH2:28]2)[CH:16]=[CH:17][C:18]=1[O:19][CH3:20])[S:9]([CH3:12])(=[O:11])=[O:10])=O)(C)(C)C, predict the reaction product. The product is: [CH:27]1([C:26]2[N:25]=[C:24]3[NH:30][CH:31]=[C:32]([C:33]4[C:34]([CH3:47])=[N:35][N:36]([CH2:39][C:40]5[CH:45]=[CH:44][CH:43]=[C:42]([F:46])[CH:41]=5)[C:37]=4[CH3:38])[C:23]3=[CH:22][C:21]=2[C:15]2[CH:16]=[CH:17][C:18]([O:19][CH3:20])=[C:13]([NH:8][S:9]([CH3:12])(=[O:10])=[O:11])[CH:14]=2)[CH2:28][CH2:29]1.